From a dataset of Full USPTO retrosynthesis dataset with 1.9M reactions from patents (1976-2016). Predict the reactants needed to synthesize the given product. (1) The reactants are: [Si:1]([O:8][CH2:9][C@@H:10]([NH:15][CH3:16])[CH2:11][CH2:12][CH2:13][OH:14])([C:4]([CH3:7])([CH3:6])[CH3:5])([CH3:3])[CH3:2].[F:17][C:18]1[C:37]([F:38])=[CH:36][CH:35]=[CH:34][C:19]=1[CH2:20][NH:21][C:22](=[O:33])OC1C=CC([N+]([O-])=O)=CC=1. Given the product [Si:1]([O:8][CH2:9][C@@H:10]([N:15]([CH3:16])[C:22]([NH:21][CH2:20][C:19]1[CH:34]=[CH:35][CH:36]=[C:37]([F:38])[C:18]=1[F:17])=[O:33])[CH2:11][CH2:12][CH2:13][OH:14])([C:4]([CH3:7])([CH3:6])[CH3:5])([CH3:3])[CH3:2], predict the reactants needed to synthesize it. (2) Given the product [Br:11][C:12]1[CH:21]=[CH:20][C:19]2[O:18][C:17]3[CH2:22][CH2:23][O:24][CH2:25][C:16]=3[C:15](=[O:32])[C:14]=2[CH:13]=1, predict the reactants needed to synthesize it. The reactants are: CS(C)=O.C(Cl)(=O)C(Cl)=O.[Br:11][C:12]1[CH:21]=[CH:20][C:19]2[O:18][C:17]3(N4CCOCC4)[CH2:22][CH2:23][O:24][CH2:25][CH:16]3[CH:15]([OH:32])[C:14]=2[CH:13]=1.C(N(CC)CC)C. (3) The reactants are: N1CCC[C@H]1C(O)=O.[OH-].[Na+].Br[C:12]1[CH:17]=[CH:16][C:15]([C@H:18]([C:30]2[CH:35]=[CH:34][CH:33]=[CH:32][C:31]=2[CH3:36])[CH2:19][C:20]([C:22]2[CH:23]=[CH:24][C:25](=[O:29])[N:26]([CH3:28])[CH:27]=2)=[O:21])=[CH:14][CH:13]=1.[CH3:37][S:38]([O-:40])=[O:39].[Na+]. Given the product [CH3:28][N:26]1[CH:27]=[C:22]([C:20](=[O:21])[CH2:19][C@H:18]([C:15]2[CH:14]=[CH:13][C:12]([S:38]([CH3:37])(=[O:40])=[O:39])=[CH:17][CH:16]=2)[C:30]2[CH:35]=[CH:34][CH:33]=[CH:32][C:31]=2[CH3:36])[CH:23]=[CH:24][C:25]1=[O:29], predict the reactants needed to synthesize it. (4) Given the product [Cl:24][C:21]1[CH:22]=[CH:23][C:18]([C:5]2[N:6]([C:8]3[CH:9]=[CH:10][C:11]([S:14]([CH3:17])(=[O:16])=[O:15])=[CH:12][CH:13]=3)[CH:7]=[C:3]([CH2:2][C:25]#[N:26])[N:4]=2)=[CH:19][CH:20]=1, predict the reactants needed to synthesize it. The reactants are: Cl[CH2:2][C:3]1[N:4]=[C:5]([C:18]2[CH:23]=[CH:22][C:21]([Cl:24])=[CH:20][CH:19]=2)[N:6]([C:8]2[CH:13]=[CH:12][C:11]([S:14]([CH3:17])(=[O:16])=[O:15])=[CH:10][CH:9]=2)[CH:7]=1.[C-:25]#[N:26].[K+]. (5) Given the product [OH:9][CH:8]([C:7]1[CH:6]=[CH:5][C:4]([CH3:3])=[CH:16][CH:15]=1)[CH:10]1[CH2:12][CH:11]1[C:13]#[N:14], predict the reactants needed to synthesize it. The reactants are: [BH4-].[Na+].[CH3:3][C:4]1[CH:16]=[CH:15][C:7]([C:8]([CH:10]2[CH2:12][CH:11]2[C:13]#[N:14])=[O:9])=[CH:6][CH:5]=1.O. (6) Given the product [CH2:43]([O:42][C:39]1[CH:40]=[CH:41][C:36]([C@H:33]2[CH2:32][CH2:31][C@H:30]([CH:14]3[CH2:15][CH2:16][CH:17]([C@H:18]4[CH2:19][CH2:20][C@H:21]([CH2:24][CH2:25][CH2:26][CH2:27][CH3:28])[CH2:22][CH2:23]4)[O:12][C:13]3=[O:47])[CH2:35][CH2:34]2)=[C:37]([F:46])[C:38]=1[F:45])[CH3:44], predict the reactants needed to synthesize it. The reactants are: FC(F)(F)C(O)=O.C([O:12][C:13](=[O:47])[CH:14]([C@H:30]1[CH2:35][CH2:34][C@H:33]([C:36]2[CH:41]=[CH:40][C:39]([O:42][CH2:43][CH3:44])=[C:38]([F:45])[C:37]=2[F:46])[CH2:32][CH2:31]1)[CH2:15][CH2:16][CH:17](O)[C@H:18]1[CH2:23][CH2:22][C@H:21]([CH2:24][CH2:25][CH2:26][CH2:27][CH3:28])[CH2:20][CH2:19]1)(C)(C)C.